Dataset: Reaction yield outcomes from USPTO patents with 853,638 reactions. Task: Predict the reaction yield, written as a fraction of the theoretical maximum amount of product (1.0 means a 100% yield; for example, 0.34 means a 34% yield). (1) The reactants are [C:1]1(=[O:11])[C:10]2[C:5](=[CH:6][CH:7]=[CH:8][CH:9]=2)[CH:4]=[CH:3][NH:2]1. The catalyst is C(O)(=O)C.[Pt](=O)=O. The product is [C:1]1(=[O:11])[C:10]2[CH2:9][CH2:8][CH2:7][CH2:6][C:5]=2[CH:4]=[CH:3][NH:2]1. The yield is 0.200. (2) The reactants are C(OC([NH:11][CH:12]1[N:18]=[C:17]([C:19]2[CH:24]=[CH:23][CH:22]=[CH:21][CH:20]=2)[C:16]2[CH:25]=[CH:26][CH:27]=[CH:28][C:15]=2[N:14]([CH2:29][CH2:30][CH2:31][C:32]([F:35])([F:34])[F:33])[C:13]1=[O:36])=O)C1C=CC=CC=1. The catalyst is C(Cl)Cl. The product is [NH2:11][CH:12]1[N:18]=[C:17]([C:19]2[CH:20]=[CH:21][CH:22]=[CH:23][CH:24]=2)[C:16]2[CH:25]=[CH:26][CH:27]=[CH:28][C:15]=2[N:14]([CH2:29][CH2:30][CH2:31][C:32]([F:34])([F:33])[F:35])[C:13]1=[O:36]. The yield is 1.00. (3) The reactants are [CH2:1]([N:3]([CH2:12][C:13]1[CH:14]=[C:15]([C:19]2[CH:24]=[CH:23][C:22]([CH:25]=O)=[CH:21][CH:20]=2)[CH:16]=[CH:17][CH:18]=1)[C:4](=[O:11])[C:5]1[CH:10]=[CH:9][CH:8]=[CH:7][CH:6]=1)[CH3:2].[S:27]1[CH2:31][C:30](=[O:32])[NH:29][C:28]1=[O:33]. No catalyst specified. The product is [O:33]=[C:28]1[NH:29][C:30](=[O:32])[C:31](=[CH:25][C:22]2[CH:21]=[CH:20][C:19]([C:15]3[CH:16]=[CH:17][CH:18]=[C:13]([CH2:12][N:3]([CH2:1][CH3:2])[C:4](=[O:11])[C:5]4[CH:6]=[CH:7][CH:8]=[CH:9][CH:10]=4)[CH:14]=3)=[CH:24][CH:23]=2)[S:27]1. The yield is 0.880. (4) The yield is 0.0300. The reactants are [F:1][C:2]1[CH:7]=[C:6]([C:8]2[CH:13]=[CH:12][N:11]=[C:10]3[NH:14][C:15]([C:17]4[CH:18]=[N:19][N:20]([CH3:22])[CH:21]=4)=[N:16][C:9]=23)[CH:5]=[CH:4][C:3]=1[C:23]1([NH2:26])[CH2:25][CH2:24]1.[C:27]([C:31]1[O:35][N:34]=[C:33]([C:36]([O-])=[O:37])[N:32]=1)([CH3:30])([CH3:29])[CH3:28]. The product is [C:27]([C:31]1[O:35][N:34]=[C:33]([C:36]([NH:26][C:23]2([C:3]3[CH:4]=[CH:5][C:6]([C:8]4[CH:13]=[CH:12][N:11]=[C:10]5[NH:14][C:15]([C:17]6[CH:18]=[N:19][N:20]([CH3:22])[CH:21]=6)=[N:16][C:9]=45)=[CH:7][C:2]=3[F:1])[CH2:25][CH2:24]2)=[O:37])[N:32]=1)([CH3:30])([CH3:28])[CH3:29]. No catalyst specified. (5) The reactants are Br[C:2]1[CH:10]=[C:9]2[C:5]([CH2:6][CH2:7][C:8]2([CH3:12])[CH3:11])=[CH:4][C:3]=1[O:13][CH3:14].C([Li])CCC.C1C=CC(S(N(S(C2C=CC=CC=2)(=O)=O)[F:30])(=O)=O)=CC=1.O. The product is [F:30][C:2]1[CH:10]=[C:9]2[C:5]([CH2:6][CH2:7][C:8]2([CH3:12])[CH3:11])=[CH:4][C:3]=1[O:13][CH3:14]. The yield is 0.0200. The catalyst is C1COCC1. (6) The reactants are C[O:2][C:3]([C:5]1([NH:11][C:12](=[O:24])[C:13]2[CH:18]=[CH:17][CH:16]=[C:15]([CH3:19])[C:14]=2[O:20][CH:21]([CH3:23])[CH3:22])[CH2:10][CH2:9][S:8][CH2:7][CH2:6]1)=[O:4].[OH-].[K+].O. The catalyst is CCO. The product is [CH:21]([O:20][C:14]1[C:15]([CH3:19])=[CH:16][CH:17]=[CH:18][C:13]=1[C:12]([NH:11][C:5]1([C:3]([OH:4])=[O:2])[CH2:6][CH2:7][S:8][CH2:9][CH2:10]1)=[O:24])([CH3:23])[CH3:22]. The yield is 0.940. (7) The reactants are [C:1]([OH:4])(=O)[CH3:2].[Cl:5][C:6]1[CH:11]=[CH:10][C:9]([OH:12])=[CH:8][C:7]=1[OH:13]. The catalyst is B(F)(F)F.CCOCC. The product is [Cl:5][C:6]1[C:7]([OH:13])=[CH:8][C:9]([OH:12])=[C:10]([C:1](=[O:4])[CH3:2])[CH:11]=1. The yield is 0.440.